From a dataset of Reaction yield outcomes from USPTO patents with 853,638 reactions. Predict the reaction yield, written as a fraction of the theoretical maximum amount of product (1.0 means a 100% yield; for example, 0.34 means a 34% yield). (1) The reactants are [CH3:1][O:2][C:3]1[CH:8]=[CH:7][C:6]([C:9]23[NH:27][CH2:26][CH2:25][N:10]2[C:11](=[O:24])[C:12]2[N:13]([C:15]([C:18]#[C:19][Si](C)(C)C)=[CH:16][CH:17]=2)[CH2:14]3)=[CH:5][CH:4]=1.C(=O)([O-])[O-].[K+].[K+]. The catalyst is CO.C(Cl)Cl. The product is [C:18]([C:15]1[N:13]2[CH2:14][C:9]3([C:6]4[CH:7]=[CH:8][C:3]([O:2][CH3:1])=[CH:4][CH:5]=4)[NH:27][CH2:26][CH2:25][N:10]3[C:11](=[O:24])[C:12]2=[CH:17][CH:16]=1)#[CH:19]. The yield is 0.890. (2) The reactants are Cl.[CH3:2][NH:3][O:4][CH3:5].[CH2:6]([O:10][C:11]1[CH:15]=[C:14]([C:16]([OH:18])=O)[N:13]([CH2:19][C:20]2[CH:25]=[CH:24][C:23]([Cl:26])=[CH:22][C:21]=2[Cl:27])[N:12]=1)[CH2:7][CH2:8][CH3:9].Cl.C(N=C=NCCCN(C)C)C.O.ON1C2C=CC=CC=2N=N1. The catalyst is CN(C)C=O.C(N(CC)CC)C. The product is [CH2:6]([O:10][C:11]1[CH:15]=[C:14]([C:16]([N:3]([O:4][CH3:5])[CH3:2])=[O:18])[N:13]([CH2:19][C:20]2[CH:25]=[CH:24][C:23]([Cl:26])=[CH:22][C:21]=2[Cl:27])[N:12]=1)[CH2:7][CH2:8][CH3:9]. The yield is 0.990. (3) The catalyst is C(Cl)Cl. The product is [F:27][C:3]([F:2])([F:26])[C:4]1[CH:25]=[CH:24][CH:23]=[CH:22][C:5]=1[CH:6]([O:17][CH:18]1[CH2:21][N:20]([C:37]([NH:36][C:32]([CH3:35])([CH3:34])[CH3:33])=[O:38])[CH2:19]1)[C:7]1[CH:12]=[CH:11][C:10]([O:13][CH:14]([F:15])[F:16])=[CH:9][CH:8]=1. The yield is 0.780. The reactants are Cl.[F:2][C:3]([F:27])([F:26])[C:4]1[CH:25]=[CH:24][CH:23]=[CH:22][C:5]=1[CH:6]([O:17][CH:18]1[CH2:21][NH:20][CH2:19]1)[C:7]1[CH:12]=[CH:11][C:10]([O:13][CH:14]([F:16])[F:15])=[CH:9][CH:8]=1.C(=O)([O-])[O-].[C:32]([N:36]=[C:37]=[O:38])([CH3:35])([CH3:34])[CH3:33]. (4) The reactants are [CH2:1]([O:8][C:9]1[CH:10]=[C:11]([NH2:15])[CH:12]=[CH:13][CH:14]=1)[C:2]1[CH:7]=[CH:6][CH:5]=[CH:4][CH:3]=1.[N:16]#[C:17][NH2:18].Cl.[OH-].[Na+]. The catalyst is O1CCOCC1. The product is [CH2:1]([O:8][C:9]1[CH:10]=[C:11]([NH:15][C:17]([NH2:18])=[NH:16])[CH:12]=[CH:13][CH:14]=1)[C:2]1[CH:3]=[CH:4][CH:5]=[CH:6][CH:7]=1. The yield is 0.984. (5) The yield is 0.220. The reactants are [CH3:1][O:2][C:3]1[CH:4]=[C:5]2[C:10](=[CH:11][C:12]=1[O:13][CH3:14])[N:9]=[CH:8][CH:7]=[C:6]2[O:15][C:16]1[C:22]([CH3:23])=[CH:21][C:19]([NH2:20])=[C:18]([CH3:24])[CH:17]=1.C1(C)C=CC=CC=1.[CH2:32]([N:34]([CH2:37]C)[CH2:35]C)[CH3:33].ClC(Cl)([O:42][C:43](=O)[O:44]C(Cl)(Cl)Cl)Cl.CN(C)CCO. The product is [CH3:1][O:2][C:3]1[CH:4]=[C:5]2[C:10](=[CH:11][C:12]=1[O:13][CH3:14])[N:9]=[CH:8][CH:7]=[C:6]2[O:15][C:16]1[C:22]([CH3:23])=[CH:21][C:19]([NH:20][C:43](=[O:42])[O:44][CH2:33][CH2:32][N:34]([CH3:37])[CH3:35])=[C:18]([CH3:24])[CH:17]=1. The catalyst is C(Cl)Cl.